This data is from Full USPTO retrosynthesis dataset with 1.9M reactions from patents (1976-2016). The task is: Predict the reactants needed to synthesize the given product. (1) Given the product [C:1]1([C@H:7]([N:9]2[C:10]3[C:15](=[N:54][CH:39]=[C:12]([C:19]4[CH:28]=[CH:27][CH:26]=[C:25]5[C:20]=4[CH:21]=[CH:22][CH:23]=[N:24]5)[CH:11]=3)[NH:16][C:57]2=[O:59])[CH3:8])[CH:2]=[CH:3][CH:4]=[CH:5][CH:6]=1, predict the reactants needed to synthesize it. The reactants are: [C:1]1([C@H:7]([NH:9][C:10]2[C:15]([N+:16]([O-])=O)=CN=[C:12]([C:19]3[CH:28]=[CH:27][CH:26]=[C:25]4[C:20]=3[CH:21]=[CH:22][CH:23]=[N:24]4)[CH:11]=2)[CH3:8])[CH:6]=[CH:5][CH:4]=[CH:3][CH:2]=1.C1([C@H](NC2C=C(C3C=CC=C4C=3C=CC=N4)N=C[C:39]=2[NH2:54])C)C=CC=CC=1.[H][H].[CH2:57]([OH:59])C. (2) Given the product [C:1]1([CH3:19])[CH:6]=[CH:5][C:4]([S:7]([N:10]2[CH:14]=[CH:13][C:12](/[C:15](=[N:26]/[S:24]([C:21]([CH3:23])([CH3:22])[CH3:20])=[O:25])/[CH2:16][CH3:17])=[N:11]2)(=[O:9])=[O:8])=[CH:3][CH:2]=1, predict the reactants needed to synthesize it. The reactants are: [C:1]1([CH3:19])[CH:6]=[CH:5][C:4]([S:7]([N:10]2[CH:14]=[CH:13][C:12]([C:15](=O)[CH2:16][CH3:17])=[N:11]2)(=[O:9])=[O:8])=[CH:3][CH:2]=1.[CH3:20][C:21]([S@:24]([NH2:26])=[O:25])([CH3:23])[CH3:22].